Dataset: Reaction yield outcomes from USPTO patents with 853,638 reactions. Task: Predict the reaction yield, written as a fraction of the theoretical maximum amount of product (1.0 means a 100% yield; for example, 0.34 means a 34% yield). (1) The reactants are [C:1]([O:5][C@@H:6]([C:12]1[C:13]([C:25]2[CH:30]=[CH:29][C:28]([Cl:31])=[CH:27][CH:26]=2)=[C:14]2[C:19](=[CH:20][C:21]=1[CH3:22])[N+:18]([O-])=[C:17]([CH3:24])[CH:16]=[CH:15]2)[C:7]([O:9][CH2:10][CH3:11])=[O:8])([CH3:4])([CH3:3])[CH3:2].C1(S(Cl)(=O)=O)C=CC=CC=1.[CH3:42][NH:43][C:44]1[CH:49]=[CH:48][CH:47]=[CH:46][CH:45]=1.C([O-])([O-])=O.[K+].[K+]. The catalyst is C1(C)C=CC=CC=1.C(OCC)(=O)C. The product is [C:1]([O:5][C@@H:6]([C:12]1[C:13]([C:25]2[CH:30]=[CH:29][C:28]([Cl:31])=[CH:27][CH:26]=2)=[C:14]2[C:19](=[CH:20][C:21]=1[CH3:22])[N:18]=[C:17]([CH2:24][N:43]([CH3:42])[C:44]1[CH:49]=[CH:48][CH:47]=[CH:46][CH:45]=1)[CH:16]=[CH:15]2)[C:7]([O:9][CH2:10][CH3:11])=[O:8])([CH3:4])([CH3:3])[CH3:2]. The yield is 0.780. (2) The reactants are [N:1]12[CH2:8][CH2:7][C:4]([C:9]([C:17]3[CH:22]=[CH:21][CH:20]=[CH:19][CH:18]=3)([C:11]3[CH:16]=[CH:15][CH:14]=[CH:13][CH:12]=3)[OH:10])([CH2:5][CH2:6]1)[CH2:3][CH2:2]2.[CH:23]1[C:32]2[C:27](=[CH:28][CH:29]=[CH:30][CH:31]=2)[CH:26]=[CH:25][C:24]=1[O:33][CH2:34][CH2:35][CH2:36][Br:37]. The product is [Br-:37].[OH:10][C:9]([C:17]1[CH:22]=[CH:21][CH:20]=[CH:19][CH:18]=1)([C:11]1[CH:12]=[CH:13][CH:14]=[CH:15][CH:16]=1)[C:4]12[CH2:5][CH2:6][N+:1]([CH2:36][CH2:35][CH2:34][O:33][C:24]3[CH:25]=[CH:26][C:27]4[C:32](=[CH:31][CH:30]=[CH:29][CH:28]=4)[CH:23]=3)([CH2:2][CH2:3]1)[CH2:8][CH2:7]2. The yield is 0.637. The catalyst is CC#N. (3) The reactants are CC1(C)COB([C:8]2[CH:29]=[CH:28][C:11]3[C:12]4[N:16]([CH2:17][CH2:18][O:19][C:10]=3[CH:9]=2)[CH:15]=[C:14]([C:20]2[N:21]([CH:25]([CH3:27])[CH3:26])[N:22]=[CH:23][N:24]=2)[N:13]=4)OC1.Cl.N[OH:33].[OH-].[Na+]. The catalyst is [Cl-].[NH4+]. The product is [CH:25]([N:21]1[C:20]([C:14]2[N:13]=[C:12]3[C:11]4[CH:28]=[CH:29][C:8]([OH:33])=[CH:9][C:10]=4[O:19][CH2:18][CH2:17][N:16]3[CH:15]=2)=[N:24][CH:23]=[N:22]1)([CH3:27])[CH3:26]. The yield is 0.430. (4) The reactants are [NH2:1][C:2]1[N:6]([C:7]2[CH:12]=[CH:11][CH:10]=[CH:9][CH:8]=2)[N:5]=[CH:4][C:3]=1[C:13]([OH:15])=O.[Cl:16][C:17]1[CH:23]=[CH:22][C:20]([NH2:21])=[CH:19][CH:18]=1. The catalyst is S(Cl)(Cl)=O.C(Cl)Cl. The product is [Cl:16][C:17]1[CH:23]=[CH:22][C:20]([NH:21][C:13]([C:3]2[CH:4]=[N:5][N:6]([C:7]3[CH:8]=[CH:9][CH:10]=[CH:11][CH:12]=3)[C:2]=2[NH2:1])=[O:15])=[CH:19][CH:18]=1. The yield is 0.660. (5) The reactants are [CH2:1]([O:8][C:9]([N:11]1[CH2:16][CH:15]=[C:14](OS(C(F)(F)F)(=O)=O)[CH2:13][CH2:12]1)=[O:10])[C:2]1[CH:7]=[CH:6][CH:5]=[CH:4][CH:3]=1.C(OC(N1CCC(=O)CC1)=O)C1C=CC=CC=1.Cl[C:43]1[C:52]2[C:47](=[CH:48][CH:49]=[CH:50][CH:51]=2)[N:46]=[CH:45][N:44]=1.[Cl-].[Li+]. The catalyst is C1C=CC([P]([Pd]([P](C2C=CC=CC=2)(C2C=CC=CC=2)C2C=CC=CC=2)([P](C2C=CC=CC=2)(C2C=CC=CC=2)C2C=CC=CC=2)[P](C2C=CC=CC=2)(C2C=CC=CC=2)C2C=CC=CC=2)(C2C=CC=CC=2)C2C=CC=CC=2)=CC=1.O1CCOCC1. The product is [CH2:1]([O:8][C:9]([N:11]1[CH2:16][CH:15]=[C:14]([C:43]2[C:52]3[C:47](=[CH:48][CH:49]=[CH:50][CH:51]=3)[N:46]=[CH:45][N:44]=2)[CH2:13][CH2:12]1)=[O:10])[C:2]1[CH:7]=[CH:6][CH:5]=[CH:4][CH:3]=1. The yield is 0.730. (6) The reactants are C[O:2][C:3](=O)[CH2:4][NH:5][C:6]([O:8][CH2:9][C:10]1[CH:15]=[CH:14][CH:13]=[CH:12][CH:11]=1)=[O:7].[C:17]([OH:21])([CH3:20])([CH3:19])[CH3:18].C(OC(C)C)(C)C. The catalyst is [Zn]. The product is [C:17]([O:21][C:3](=[O:2])[CH2:4][NH:5][C:6]([O:8][CH2:9][C:10]1[CH:11]=[CH:12][CH:13]=[CH:14][CH:15]=1)=[O:7])([CH3:20])([CH3:19])[CH3:18]. The yield is 0.918. (7) The reactants are [CH3:1][S:2][CH:3]([C:5]1[CH:6]=[CH:7][C:8]([C:11]([Cl:14])([Cl:13])[Cl:12])=[N:9][CH:10]=1)[CH3:4].[N:15]#[C:16][NH2:17].C(O)(=O)C.C(O)(=O)C.IC1C=CC=CC=1. The catalyst is C1COCC1. The product is [CH3:1][S:2]([CH:3]([C:5]1[CH:10]=[N:9][C:8]([C:11]([Cl:14])([Cl:13])[Cl:12])=[CH:7][CH:6]=1)[CH3:4])=[N:17][C:16]#[N:15]. The yield is 0.400. (8) The reactants are O1CCCCC1[N:7]1[C:15]2[C:10](=[CH:11][C:12]([C:16]3[N:20]=[CH:19][N:18](C(C4C=CC=CC=4)(C4C=CC=CC=4)C4C=CC=CC=4)[N:17]=3)=[CH:13][CH:14]=2)[C:9]([C:40]2[CH:41]=[C:42]([CH:47]=[CH:48][CH:49]=2)[C:43](OC)=[O:44])=[N:8]1.[OH-].[Li+].ON1C2C=CC=CC=2N=N1.[NH2:62][CH2:63][CH2:64][N:65]1[CH2:70][CH2:69][O:68][CH2:67][CH2:66]1.Cl.C(N=C=NCCCN(C)C)C.Cl. The catalyst is O1CCCC1.O.O1CCOCC1. The product is [NH:18]1[CH:19]=[N:20][C:16]([C:12]2[CH:11]=[C:10]3[C:15](=[CH:14][CH:13]=2)[NH:7][N:8]=[C:9]3[C:40]2[CH:41]=[C:42]([C:43]([NH:62][CH2:63][CH2:64][N:65]3[CH2:70][CH2:69][O:68][CH2:67][CH2:66]3)=[O:44])[CH:47]=[CH:48][CH:49]=2)=[N:17]1. The yield is 0.0800. (9) The reactants are BrC1C=C2C(=CC=1)C=C([C:12]1[CH:24]=[CH:23][C:22]3[C:21]4[C:16](=[CH:17][CH:18]=[CH:19][CH:20]=4)[C:15]([CH3:26])([CH3:25])[C:14]=3[CH:13]=1)C=C2.[CH3:27][CH2:28][CH2:29][CH2:30][CH2:31][CH3:32].[CH2:33]([Li])[CH2:34][CH2:35][CH3:36].[B:38](OC(C)C)([O:43]C(C)C)[O:39]C(C)C.Cl. The catalyst is ClCCl.C1COCC1. The product is [CH3:26][C:15]1([CH3:25])[C:14]2[CH:13]=[C:12]([C:29]3[CH:28]=[C:27]4[C:32](=[CH:31][CH:30]=3)[CH:36]=[C:35]([B:38]([OH:43])[OH:39])[CH:34]=[CH:33]4)[CH:24]=[CH:23][C:22]=2[C:21]2[C:16]1=[CH:17][CH:18]=[CH:19][CH:20]=2. The yield is 0.570.